Dataset: Reaction yield outcomes from USPTO patents with 853,638 reactions. Task: Predict the reaction yield, written as a fraction of the theoretical maximum amount of product (1.0 means a 100% yield; for example, 0.34 means a 34% yield). (1) The reactants are [C:1]([CH:5]1[CH2:10][CH2:9][CH:8]([O:11][C:12]2[CH:13]=[C:14]3[C:19](=[CH:20][CH:21]=2)[N:18]=[C:17]([C:22](=O)[CH3:23])[CH:16]=[CH:15]3)[CH2:7][CH2:6]1)([CH3:4])([CH3:3])[CH3:2].[CH3:25][O:26][C:27]([CH:29]1[CH2:32][NH:31][CH2:30]1)=[O:28].C(O)C.C([BH3-])#N.[Na+]. No catalyst specified. The product is [C:1]([C@H:5]1[CH2:10][CH2:9][C@H:8]([O:11][C:12]2[CH:13]=[C:14]3[C:19](=[CH:20][CH:21]=2)[N:18]=[C:17]([CH:22]([N:31]2[CH2:32][CH:29]([C:27]([O:26][CH3:25])=[O:28])[CH2:30]2)[CH3:23])[CH:16]=[CH:15]3)[CH2:7][CH2:6]1)([CH3:4])([CH3:3])[CH3:2]. The yield is 0.650. (2) The reactants are [O:1]1[C:5]2[CH:6]=[CH:7][C:8]([C:10]3[O:11][C:12]([CH2:15][S:16][C:17]4[CH:22]=[CH:21][CH:20]=[C:19]([F:23])[CH:18]=4)=[N:13][N:14]=3)=[CH:9][C:4]=2[CH2:3][CH2:2]1.ClC1C=CC=C(C(OO)=[O:32])C=1.S([O-])([O-])(=O)=S.[Na+].[Na+]. The catalyst is C(#N)C. The product is [O:1]1[C:5]2[CH:6]=[CH:7][C:8]([C:10]3[O:11][C:12]([CH2:15][S:16]([C:17]4[CH:22]=[CH:21][CH:20]=[C:19]([F:23])[CH:18]=4)=[O:32])=[N:13][N:14]=3)=[CH:9][C:4]=2[CH2:3][CH2:2]1. The yield is 0.460.